From a dataset of NCI-60 drug combinations with 297,098 pairs across 59 cell lines. Regression. Given two drug SMILES strings and cell line genomic features, predict the synergy score measuring deviation from expected non-interaction effect. Drug 1: COC1=C(C=C2C(=C1)N=CN=C2NC3=CC(=C(C=C3)F)Cl)OCCCN4CCOCC4. Drug 2: CC1=C(C(=CC=C1)Cl)NC(=O)C2=CN=C(S2)NC3=CC(=NC(=N3)C)N4CCN(CC4)CCO. Cell line: ACHN. Synergy scores: CSS=58.5, Synergy_ZIP=2.01, Synergy_Bliss=1.89, Synergy_Loewe=5.90, Synergy_HSA=8.60.